Dataset: Merck oncology drug combination screen with 23,052 pairs across 39 cell lines. Task: Regression. Given two drug SMILES strings and cell line genomic features, predict the synergy score measuring deviation from expected non-interaction effect. (1) Drug 1: O=C(CCCCCCC(=O)Nc1ccccc1)NO. Drug 2: CCC1(O)C(=O)OCc2c1cc1n(c2=O)Cc2cc3c(CN(C)C)c(O)ccc3nc2-1. Cell line: SW620. Synergy scores: synergy=1.95. (2) Drug 1: Cn1nnc2c(C(N)=O)ncn2c1=O. Drug 2: CC1(c2nc3c(C(N)=O)cccc3[nH]2)CCCN1. Cell line: UWB1289. Synergy scores: synergy=29.5. (3) Drug 1: O=C(O)C1(Cc2cccc(Nc3nccs3)n2)CCC(Oc2cccc(Cl)c2F)CC1. Drug 2: Cc1nc(Nc2ncc(C(=O)Nc3c(C)cccc3Cl)s2)cc(N2CCN(CCO)CC2)n1. Cell line: T47D. Synergy scores: synergy=-5.80. (4) Drug 1: CN1C(=O)C=CC2(C)C3CCC4(C)C(NC(=O)OCC(F)(F)F)CCC4C3CCC12. Drug 2: CC1CC2C3CCC4=CC(=O)C=CC4(C)C3(F)C(O)CC2(C)C1(O)C(=O)CO. Cell line: OVCAR3. Synergy scores: synergy=14.7. (5) Drug 1: CN(Cc1cnc2nc(N)nc(N)c2n1)c1ccc(C(=O)NC(CCC(=O)O)C(=O)O)cc1. Cell line: OV90. Drug 2: NC(=O)c1cccc2cn(-c3ccc(C4CCCNC4)cc3)nc12. Synergy scores: synergy=-7.48. (6) Cell line: RKO. Drug 1: O=C(CCCCCCC(=O)Nc1ccccc1)NO. Drug 2: Cn1nnc2c(C(N)=O)ncn2c1=O. Synergy scores: synergy=7.60. (7) Drug 1: CC1(c2nc3c(C(N)=O)cccc3[nH]2)CCCN1. Drug 2: NC1CCCCC1N.O=C(O)C(=O)O.[Pt+2]. Cell line: HT29. Synergy scores: synergy=-6.32. (8) Drug 1: O=P1(N(CCCl)CCCl)NCCCO1. Drug 2: CS(=O)(=O)CCNCc1ccc(-c2ccc3ncnc(Nc4ccc(OCc5cccc(F)c5)c(Cl)c4)c3c2)o1. Cell line: SW837. Synergy scores: synergy=4.33.